Predict which catalyst facilitates the given reaction. From a dataset of Catalyst prediction with 721,799 reactions and 888 catalyst types from USPTO. (1) Reactant: [CH2:1]([NH2:3])[CH3:2].[Cl-].[Cl-].[CH3:6][C:7]([CH3:30])([CH3:29])[CH2:8][C:9]1[N:10]=[C:11]([CH:14](F)[CH2:15][C:16]2[CH:21]=[CH:20][C:19]([C:22]3[CH:27]=[CH:26][CH:25]=[CH:24][NH+:23]=3)=[CH:18][CH:17]=2)[NH2+:12][CH:13]=1. Product: [CH3:6][C:7]([CH3:30])([CH3:29])[CH2:8][C:9]1[N:10]=[C:11]([CH:14]([NH:3][CH2:1][CH3:2])[CH2:15][C:16]2[CH:21]=[CH:20][C:19]([C:22]3[CH:27]=[CH:26][CH:25]=[CH:24][N:23]=3)=[CH:18][CH:17]=2)[NH:12][CH:13]=1. The catalyst class is: 7. (2) Reactant: [F:1][S:2]([F:13])([F:12])([F:11])([F:10])[C:3]1[CH:9]=[CH:8][C:6]([NH2:7])=[CH:5][CH:4]=1.[Br-:14].[Br-].[Br-].C([N+](CCCC)(CCCC)CCCC)CCC.C([N+](CCCC)(CCCC)CCCC)CCC.C([N+](CCCC)(CCCC)CCCC)CCC.[Cl-].[NH4+]. Product: [Br:14][C:5]1[CH:4]=[C:3]([S:2]([F:10])([F:11])([F:12])([F:13])[F:1])[CH:9]=[CH:8][C:6]=1[NH2:7]. The catalyst class is: 9. (3) Reactant: [CH3:1][O:2][C:3]1[CH:8]=[CH:7][C:6]([N:9]2[C:13]([C:14]3[CH:19]=[CH:18][C:17]([CH3:20])=[CH:16][CH:15]=3)=[CH:12][C:11]([CH2:21][CH:22]([C:26]3[C:34]4[C:29](=[CH:30][CH:31]=[CH:32][CH:33]=4)[N:28]([CH3:35])[CH:27]=3)[C:23]([OH:25])=[O:24])=[N:10]2)=[CH:5][CH:4]=1.[CH3:36][O:37][C:38](=[O:50])[CH2:39][C:40]1[C:48]2[C:43](=[CH:44][CH:45]=[CH:46][CH:47]=2)[N:42]([CH3:49])[CH:41]=1.BrC[CH2:53][C:54]1[CH:58]=[C:57]([C:59]2[CH:64]=[CH:63][C:62]([CH3:65])=[CH:61][CH:60]=2)[N:56]([C:66]2[CH:71]=[CH:70][C:69]([O:72][CH3:73])=[CH:68][CH:67]=2)[N:55]=1.[H-].[Na+]. Product: [CH3:1][O:2][C:3]1[CH:4]=[CH:5][C:6]([N:9]2[C:13]([C:14]3[CH:19]=[CH:18][C:17]([CH3:20])=[CH:16][CH:15]=3)=[CH:12][C:11]([CH2:21][CH:22]([C:26]3[C:34]4[C:29](=[CH:30][CH:31]=[CH:32][CH:33]=4)[N:28]([CH3:35])[CH:27]=3)[C:23]([OH:25])=[O:24])=[N:10]2)=[CH:7][CH:8]=1.[CH3:36][O:37][C:38](=[O:50])[CH:39]([C:40]1[C:48]2[C:43](=[CH:44][CH:45]=[CH:46][CH:47]=2)[N:42]([CH3:49])[CH:41]=1)[CH2:53][C:54]1[CH:58]=[C:57]([C:59]2[CH:60]=[CH:61][C:62]([CH3:65])=[CH:63][CH:64]=2)[N:56]([C:66]2[CH:71]=[CH:70][C:69]([O:72][CH3:73])=[CH:68][CH:67]=2)[N:55]=1. The catalyst class is: 3. (4) Reactant: C([O:3][C:4]([C:6]1[CH:19]=[C:18]2[C:9]([O:10][CH2:11][CH2:12][N:13]3[C:17]2=[N:16][C:15]([C:20]2[N:24]([CH:25]([CH3:27])[CH3:26])[N:23]=[C:22]([CH3:28])[N:21]=2)=[CH:14]3)=[CH:8][N:7]=1)=[CH2:5])C.CC1C=CC(S(O)(=O)=O)=CC=1. Product: [CH3:28][C:22]1[N:21]=[C:20]([C:15]2[N:16]=[C:17]3[N:13]([CH:14]=2)[CH2:12][CH2:11][O:10][C:9]2[C:18]3=[CH:19][C:6]([C:4](=[O:3])[CH3:5])=[N:7][CH:8]=2)[N:24]([CH:25]([CH3:27])[CH3:26])[N:23]=1. The catalyst class is: 21. (5) Reactant: Cl.[C:2]([NH2:10])(=[NH:9])[C:3]1[CH:8]=[CH:7][CH:6]=[CH:5][CH:4]=1.C[O-].[Na+].Br[CH2:15][C:16]([C:18]1[CH:23]=[CH:22][C:21]([Cl:24])=[CH:20][C:19]=1[Cl:25])=O. Product: [C:3]1([C:2]2[NH:9][CH:15]=[C:16]([C:18]3[CH:23]=[CH:22][C:21]([Cl:24])=[CH:20][C:19]=3[Cl:25])[N:10]=2)[CH:8]=[CH:7][CH:6]=[CH:5][CH:4]=1. The catalyst class is: 7. (6) Reactant: [CH:1]1([CH:5]([OH:7])[CH3:6])[CH2:4][CH2:3][CH2:2]1.[Cl:8][C:9]1[CH:10]=[C:11]([C:16]2[C:28]([O:29][CH3:30])=[CH:27][C:19]([C:20]([NH:22][S:23]([CH3:26])(=[O:25])=[O:24])=[O:21])=[C:18]([F:31])[CH:17]=2)[CH:12]=[N:13][C:14]=1F.C(=O)([O-])[O-].[Cs+].[Cs+]. Product: [Cl:8][C:9]1[CH:10]=[C:11]([C:16]2[C:28]([O:29][CH3:30])=[CH:27][C:19]([C:20]([NH:22][S:23]([CH3:26])(=[O:24])=[O:25])=[O:21])=[C:18]([F:31])[CH:17]=2)[CH:12]=[N:13][C:14]=1[O:7][CH:5]([CH:1]1[CH2:4][CH2:3][CH2:2]1)[CH3:6]. The catalyst class is: 16. (7) Reactant: [Cl:1][C:2]1[CH:10]=[CH:9][C:8]([C:11]2[C:12]([C@@H:23]([NH:33][C:34](=[O:50])[CH2:35][N:36]3[C:40]4[C:41]([F:46])([F:45])[C@@H:42]5[CH2:44][C@@H:43]5[C:39]=4[C:38](C([O-])=O)=[N:37]3)[CH2:24][C:25]3[CH:30]=[C:29]([F:31])[CH:28]=[C:27]([F:32])[CH:26]=3)=[N:13][C:14]([C:17]#[C:18][C:19]([OH:22])([CH3:21])[CH3:20])=[CH:15][CH:16]=2)=[C:7]2[C:3]=1[C:4]([NH:52][S:53]([CH3:56])(=[O:55])=[O:54])=[N:5][N:6]2[CH3:51].[Na+].C1(P([N:72]=[N+]=[N-])(C2C=CC=CC=2)=O)C=CC=CC=1.O.C(O)(C(F)(F)F)=O. Product: [NH2:72][C:38]1[C:39]2[C@H:43]3[CH2:44][C@H:42]3[C:41]([F:46])([F:45])[C:40]=2[N:36]([CH2:35][C:34]([NH:33][C@H:23]([C:12]2[C:11]([C:8]3[CH:9]=[CH:10][C:2]([Cl:1])=[C:3]4[C:7]=3[N:6]([CH3:51])[N:5]=[C:4]4[NH:52][S:53]([CH3:56])(=[O:54])=[O:55])=[CH:16][CH:15]=[C:14]([C:17]#[C:18][C:19]([OH:22])([CH3:20])[CH3:21])[N:13]=2)[CH2:24][C:25]2[CH:30]=[C:29]([F:31])[CH:28]=[C:27]([F:32])[CH:26]=2)=[O:50])[N:37]=1. The catalyst class is: 3. (8) Reactant: Br[C:2]1[NH:3][CH:4]=[CH:5][N:6]=1.[CH3:7][O:8][C:9]1[CH:10]=[C:11]([CH:33]=[CH:34][CH:35]=1)[CH2:12][O:13][C:14]1[CH:32]=[CH:31][C:17]([C:18]([NH:20][C:21]2[CH:22]=[C:23](B(O)O)[CH:24]=[CH:25][C:26]=2[CH3:27])=[O:19])=[CH:16][CH:15]=1.C([O-])([O-])=O.[K+].[K+]. Product: [NH:6]1[CH:5]=[CH:4][N:3]=[C:2]1[C:23]1[CH:24]=[CH:25][C:26]([CH3:27])=[C:21]([NH:20][C:18](=[O:19])[C:17]2[CH:16]=[CH:15][C:14]([O:13][CH2:12][C:11]3[CH:33]=[CH:34][CH:35]=[C:9]([O:8][CH3:7])[CH:10]=3)=[CH:32][CH:31]=2)[CH:22]=1. The catalyst class is: 70.